Dataset: Reaction yield outcomes from USPTO patents with 853,638 reactions. Task: Predict the reaction yield, written as a fraction of the theoretical maximum amount of product (1.0 means a 100% yield; for example, 0.34 means a 34% yield). (1) The reactants are C(O[CH:5]([C:28]1[C:36]2[CH:35]3[CH2:37][CH2:38][CH:32]([CH2:33][CH2:34]3)[C:31]=2[N:30]([CH3:39])[N:29]=1)[C:6]1(Br)[C:12](=[O:13])[N:11]2[C@@H:7]1[S:8][CH:9]=[C:10]2[C:14]([O:16]CC1C=CC([N+]([O-])=O)=CC=1)=[O:15])(=O)C.CC#N.P([O-])([O-])([O-])=O.[Al]. The catalyst is [Zn].C1COCC1. The product is [CH3:39][N:30]1[C:31]2[CH:32]3[CH2:33][CH2:34][CH:35]([CH2:37][CH2:38]3)[C:36]=2[C:28](/[CH:5]=[C:6]2\[C@@H:7]3[N:11]([C:12]\2=[O:13])[C:10]([C:14]([OH:16])=[O:15])=[CH:9][S:8]3)=[N:29]1. The yield is 0.400. (2) The reactants are [OH:1][C:2]1[CH:3]=[C:4]([CH:8]=[CH:9][C:10]=1[OH:11])[C:5]([OH:7])=[O:6].Cl.[CH3:13]O. No catalyst specified. The product is [CH3:13][O:6][C:5](=[O:7])[C:4]1[CH:8]=[CH:9][C:10]([OH:11])=[C:2]([OH:1])[CH:3]=1. The yield is 0.865.